From a dataset of Reaction yield outcomes from USPTO patents with 853,638 reactions. Predict the reaction yield, written as a fraction of the theoretical maximum amount of product (1.0 means a 100% yield; for example, 0.34 means a 34% yield). The reactants are [CH3:1][CH:2]1[CH2:4][CH:3]1[CH2:5][OH:6].[N+:7]([C:10]1[CH:17]=[CH:16][CH:15]=[C:14]([N+]([O-])=O)[C:11]=1[C:12]#[N:13])([O-:9])=[O:8]. No catalyst specified. The product is [CH3:1][CH:2]1[CH2:4][CH:3]1[CH2:5][O:6][C:14]1[CH:15]=[CH:16][CH:17]=[C:10]([N+:7]([O-:9])=[O:8])[C:11]=1[C:12]#[N:13]. The yield is 0.810.